From a dataset of Catalyst prediction with 721,799 reactions and 888 catalyst types from USPTO. Predict which catalyst facilitates the given reaction. Reactant: [Cl:1][C:2]1[N:7]=[CH:6][C:5]([NH2:8])=[C:4]([NH:9][CH2:10][CH3:11])[CH:3]=1.[CH3:12]OC(OC)OC. Product: [Cl:1][C:2]1[N:7]=[CH:6][C:5]2[N:8]=[CH:12][N:9]([CH2:10][CH3:11])[C:4]=2[CH:3]=1. The catalyst class is: 106.